This data is from NCI-60 drug combinations with 297,098 pairs across 59 cell lines. The task is: Regression. Given two drug SMILES strings and cell line genomic features, predict the synergy score measuring deviation from expected non-interaction effect. (1) Drug 1: CC(C1=C(C=CC(=C1Cl)F)Cl)OC2=C(N=CC(=C2)C3=CN(N=C3)C4CCNCC4)N. Drug 2: C1CNP(=O)(OC1)N(CCCl)CCCl. Cell line: UACC-257. Synergy scores: CSS=-0.845, Synergy_ZIP=0.118, Synergy_Bliss=-2.00, Synergy_Loewe=-2.49, Synergy_HSA=-2.31. (2) Drug 1: C1=CC(=CC=C1CCC2=CNC3=C2C(=O)NC(=N3)N)C(=O)NC(CCC(=O)O)C(=O)O. Drug 2: CCC1(C2=C(COC1=O)C(=O)N3CC4=CC5=C(C=CC(=C5CN(C)C)O)N=C4C3=C2)O.Cl. Cell line: NCI/ADR-RES. Synergy scores: CSS=14.1, Synergy_ZIP=-4.56, Synergy_Bliss=-3.20, Synergy_Loewe=-2.98, Synergy_HSA=-2.34. (3) Drug 1: CCCCC(=O)OCC(=O)C1(CC(C2=C(C1)C(=C3C(=C2O)C(=O)C4=C(C3=O)C=CC=C4OC)O)OC5CC(C(C(O5)C)O)NC(=O)C(F)(F)F)O. Drug 2: C(CN)CNCCSP(=O)(O)O. Cell line: SNB-19. Synergy scores: CSS=51.1, Synergy_ZIP=1.18, Synergy_Bliss=-1.18, Synergy_Loewe=-35.4, Synergy_HSA=0.976. (4) Drug 1: CC1C(C(=O)NC(C(=O)N2CCCC2C(=O)N(CC(=O)N(C(C(=O)O1)C(C)C)C)C)C(C)C)NC(=O)C3=C4C(=C(C=C3)C)OC5=C(C(=O)C(=C(C5=N4)C(=O)NC6C(OC(=O)C(N(C(=O)CN(C(=O)C7CCCN7C(=O)C(NC6=O)C(C)C)C)C)C(C)C)C)N)C. Drug 2: C1CCC(C(C1)N)N.C(=O)(C(=O)[O-])[O-].[Pt+4]. Cell line: MCF7. Synergy scores: CSS=38.1, Synergy_ZIP=-10.3, Synergy_Bliss=-3.73, Synergy_Loewe=-1.41, Synergy_HSA=1.47. (5) Drug 1: C1CCN(CC1)CCOC2=CC=C(C=C2)C(=O)C3=C(SC4=C3C=CC(=C4)O)C5=CC=C(C=C5)O. Drug 2: CN1C2=C(C=C(C=C2)N(CCCl)CCCl)N=C1CCCC(=O)O.Cl. Cell line: SR. Synergy scores: CSS=35.8, Synergy_ZIP=4.57, Synergy_Bliss=0.0813, Synergy_Loewe=0.0416, Synergy_HSA=-1.07. (6) Drug 1: C1=CC(=CC=C1CCCC(=O)O)N(CCCl)CCCl. Drug 2: CC(C)NC(=O)C1=CC=C(C=C1)CNNC.Cl. Cell line: TK-10. Synergy scores: CSS=-4.34, Synergy_ZIP=-3.91, Synergy_Bliss=-8.58, Synergy_Loewe=-12.9, Synergy_HSA=-10.6. (7) Drug 1: CC1=CC=C(C=C1)C2=CC(=NN2C3=CC=C(C=C3)S(=O)(=O)N)C(F)(F)F. Drug 2: CCN(CC)CCNC(=O)C1=C(NC(=C1C)C=C2C3=C(C=CC(=C3)F)NC2=O)C. Cell line: OVCAR-4. Synergy scores: CSS=-0.915, Synergy_ZIP=0.743, Synergy_Bliss=0.344, Synergy_Loewe=0.219, Synergy_HSA=-0.513.